The task is: Predict the reactants needed to synthesize the given product.. This data is from Full USPTO retrosynthesis dataset with 1.9M reactions from patents (1976-2016). (1) The reactants are: C([O:3][C:4](=[O:32])[CH2:5][CH:6]([N:10]1[C:14]2[CH:15]=[CH:16][CH:17]=[CH:18][C:13]=2[N:12]([CH2:19][C:20]2[CH:21]=[C:22]([Br:30])[CH:23]=[C:24]3[C:28]=2[N:27]([CH3:29])[CH:26]=[CH:25]3)[C:11]1=[O:31])[CH2:7][CH2:8][CH3:9])C.[Li+].[OH-]. Given the product [Br:30][C:22]1[CH:23]=[C:24]2[C:28](=[C:20]([CH2:19][N:12]3[C:13]4[CH:18]=[CH:17][CH:16]=[CH:15][C:14]=4[N:10]([CH:6]([CH2:7][CH2:8][CH3:9])[CH2:5][C:4]([OH:32])=[O:3])[C:11]3=[O:31])[CH:21]=1)[N:27]([CH3:29])[CH:26]=[CH:25]2, predict the reactants needed to synthesize it. (2) Given the product [CH2:8]([C:5]1[N:4]=[CH:3][C:2]([NH:14][C:15]2[CH:16]=[N:17][C:18]([CH2:21][CH2:22][CH2:23][CH2:24][CH2:25][CH3:26])=[CH:19][CH:20]=2)=[CH:7][CH:6]=1)[CH2:9][CH2:10][CH2:11][CH2:12][CH3:13], predict the reactants needed to synthesize it. The reactants are: Br[C:2]1[CH:3]=[N:4][C:5]([CH2:8][CH2:9][CH2:10][CH2:11][CH2:12][CH3:13])=[CH:6][CH:7]=1.[NH2:14][C:15]1[CH:16]=[N:17][C:18]([CH2:21][CH2:22][CH2:23][CH2:24][CH2:25][CH3:26])=[CH:19][CH:20]=1. (3) Given the product [CH3:7][O:8][C:9]([C:10]1[CH2:5][C:4]([CH3:6])=[C:2]([CH3:3])[CH2:1][C:11]=1[C:12]([O:14][CH3:15])=[O:13])=[O:16], predict the reactants needed to synthesize it. The reactants are: [CH3:1][C:2]([C:4]([CH3:6])=[CH2:5])=[CH2:3].[CH3:7][O:8][C:9](=[O:16])[C:10]#[C:11][C:12]([O:14][CH3:15])=[O:13]. (4) Given the product [CH2:1]([O:4][NH:5][CH:18]1[CH2:23][N:22]([C:24]([O:26][C:27]([CH3:30])([CH3:29])[CH3:28])=[O:25])[C@H:21]([C:31](=[O:33])[NH2:32])[CH:20]=[C:19]1[CH2:34][C:35]([NH2:37])=[O:36])[CH:2]=[CH2:3], predict the reactants needed to synthesize it. The reactants are: [CH2:1]([O:4][N:5]([CH:18]1[CH2:23][N:22]([C:24]([O:26][C:27]([CH3:30])([CH3:29])[CH3:28])=[O:25])[C@H:21]([C:31](=[O:33])[NH2:32])[CH:20]=[C:19]1[CH2:34][C:35]([NH2:37])=[O:36])S(C1C=CC=CC=1[N+]([O-])=O)(=O)=O)[CH:2]=[CH2:3].C(=O)([O-])[O-].[K+].[K+].C1(S)C=CC=CC=1. (5) The reactants are: [F:1][C:2]1[CH:7]=[CH:6][C:5]([O:8][C:9]([F:12])([F:11])[F:10])=[CH:4][CH:3]=1.C(N(CC(O)=O)CC(O)=O)CN(CC(O)=O)CC(O)=O.C([Li])(CC)C.C1CCCCC1.C[O:45][B:46]([O:48]C)F. Given the product [F:1][C:2]1[CH:3]=[CH:4][C:5]([O:8][C:9]([F:10])([F:11])[F:12])=[CH:6][C:7]=1[B:46]([OH:48])[OH:45], predict the reactants needed to synthesize it. (6) The reactants are: [CH2:1]([N:8]1[CH2:12][CH:11]([C:13]2[CH:18]=[CH:17][CH:16]=[C:15]([Cl:19])[CH:14]=2)[CH:10]([NH:20][CH3:21])[CH2:9]1)[C:2]1[CH:7]=[CH:6][CH:5]=[CH:4][CH:3]=1.Br[CH2:23][C:24]1[CH:29]=[CH:28][C:27]([C:30]([F:33])([F:32])[F:31])=[CH:26][CH:25]=1.CCN(CC)CC. Given the product [CH2:1]([N:8]1[CH2:12][CH:11]([C:13]2[CH:18]=[CH:17][CH:16]=[C:15]([Cl:19])[CH:14]=2)[CH:10]([N:20]([CH3:21])[CH2:23][C:24]2[CH:29]=[CH:28][C:27]([C:30]([F:33])([F:32])[F:31])=[CH:26][CH:25]=2)[CH2:9]1)[C:2]1[CH:7]=[CH:6][CH:5]=[CH:4][CH:3]=1, predict the reactants needed to synthesize it.